Dataset: Reaction yield outcomes from USPTO patents with 853,638 reactions. Task: Predict the reaction yield, written as a fraction of the theoretical maximum amount of product (1.0 means a 100% yield; for example, 0.34 means a 34% yield). (1) The reactants are [CH3:1][C:2]1([CH3:31])[N:6]([C:7]2[S:8][C:9]3[CH:15]=[C:14]([CH2:16][N:17]4[C:21]5[CH:22]=[CH:23][C:24]([OH:26])=[CH:25][C:20]=5[N:19]=[CH:18]4)[CH:13]=[CH:12][C:10]=3[N:11]=2)[C@@H:5]2[CH2:27][CH2:28][CH2:29][CH2:30][C@H:4]2[O:3]1.I[CH2:33][CH2:34][OH:35].C([O-])([O-])=O.[Cs+].[Cs+].CN1C(=O)CCC1. The catalyst is CCOC(C)=O. The product is [CH3:1][C:2]1([CH3:31])[N:6]([C:7]2[S:8][C:9]3[CH:15]=[C:14]([CH2:16][N:17]4[C:21]5[CH:22]=[CH:23][C:24]([O:26][CH2:33][CH2:34][OH:35])=[CH:25][C:20]=5[N:19]=[CH:18]4)[CH:13]=[CH:12][C:10]=3[N:11]=2)[C@@H:5]2[CH2:27][CH2:28][CH2:29][CH2:30][C@H:4]2[O:3]1. The yield is 0.390. (2) The reactants are [Cl:1][C:2]1[CH:7]=[CH:6][CH:5]=[C:4]([Cl:8])[C:3]=1[S:9]([NH2:12])(=[O:11])=[O:10].[N+:13]([O-])([OH:15])=[O:14].O. The catalyst is S(=O)(=O)(O)O. The product is [Cl:1][C:2]1[C:7]([N+:13]([O-:15])=[O:14])=[CH:6][CH:5]=[C:4]([Cl:8])[C:3]=1[S:9]([NH2:12])(=[O:10])=[O:11]. The yield is 0.760. (3) The reactants are [N+:1]([C:4]1[CH:15]=[CH:14][C:7]([CH2:8][NH:9][S:10]([CH3:13])(=[O:12])=[O:11])=[CH:6][CH:5]=1)([O-])=O. The catalyst is CO.O1CCCC1.[Pd]. The product is [NH2:1][C:4]1[CH:15]=[CH:14][C:7]([CH2:8][NH:9][S:10]([CH3:13])(=[O:12])=[O:11])=[CH:6][CH:5]=1. The yield is 0.460. (4) The yield is 0.660. The catalyst is ClCCl. The product is [C:45]([NH:34][S:31]([C:28]1[CH:27]=[CH:26][C:25]([C:23]([N:20]2[CH2:21][CH2:22][C:17]([CH2:16][CH2:15][N:14]3[CH:12]4[CH2:11][CH2:10][CH:9]3[CH2:8][CH:7]([N:6]3[C:5]5[CH:41]=[CH:42][CH:43]=[CH:44][C:4]=5[N:3]=[C:2]3[CH3:1])[CH2:13]4)([C:35]3[CH:36]=[CH:37][CH:38]=[CH:39][CH:40]=3)[CH2:18][CH2:19]2)=[O:24])=[CH:30][CH:29]=1)(=[O:33])=[O:32])(=[O:47])[CH3:46]. The reactants are [CH3:1][C:2]1[N:6]([CH:7]2[CH2:13][CH:12]3[N:14]([CH2:15][CH2:16][C:17]4([C:35]5[CH:40]=[CH:39][CH:38]=[CH:37][CH:36]=5)[CH2:22][CH2:21][N:20]([C:23]([C:25]5[CH:30]=[CH:29][C:28]([S:31]([NH2:34])(=[O:33])=[O:32])=[CH:27][CH:26]=5)=[O:24])[CH2:19][CH2:18]4)[CH:9]([CH2:10][CH2:11]3)[CH2:8]2)[C:5]2[CH:41]=[CH:42][CH:43]=[CH:44][C:4]=2[N:3]=1.[C:45](Br)(=[O:47])[CH3:46].C(N(CC)C(C)C)(C)C. (5) The reactants are [C:1]([C:5]1[N:10]=[C:9]([O:11][C:12]2[C:17]([CH3:18])=[CH:16][C:15]([CH3:19])=[CH:14][C:13]=2[CH3:20])[C:8]([C:21]([NH:23][S:24]([C:26]2[CH:31]=[CH:30][CH:29]=[C:28]([N+:32]([O-:34])=[O:33])[CH:27]=2)=[O:25])=[O:22])=[CH:7][CH:6]=1)([CH3:4])([CH3:3])[CH3:2].CC(C)([O-])C.[K+].C[Si](C)(C)[NH:43][Si](C)(C)C.ClN1C(=O)CCC1=O. The catalyst is C(#N)C. The product is [C:1]([C:5]1[N:10]=[C:9]([O:11][C:12]2[C:17]([CH3:18])=[CH:16][C:15]([CH3:19])=[CH:14][C:13]=2[CH3:20])[C:8]([C:21]([NH:23][S:24](=[NH:43])([C:26]2[CH:31]=[CH:30][CH:29]=[C:28]([N+:32]([O-:34])=[O:33])[CH:27]=2)=[O:25])=[O:22])=[CH:7][CH:6]=1)([CH3:4])([CH3:2])[CH3:3]. The yield is 0.0300. (6) The reactants are [Cl:1][C:2]1[CH:7]=[CH:6][N:5]=[C:4]2[CH:8]=[CH:9][S:10][C:3]=12.[CH2:11]([Sn:15](Cl)([CH2:20][CH2:21][CH2:22][CH3:23])[CH2:16][CH2:17][CH2:18][CH3:19])[CH2:12][CH2:13][CH3:14]. The catalyst is C1COCC1.O. The product is [Cl:1][C:2]1[CH:7]=[CH:6][N:5]=[C:4]2[CH:8]=[C:9]([Sn:15]([CH2:16][CH2:17][CH2:18][CH3:19])([CH2:20][CH2:21][CH2:22][CH3:23])[CH2:11][CH2:12][CH2:13][CH3:14])[S:10][C:3]=12. The yield is 0.930. (7) The reactants are C(N(CC)CC)C.[C:8]([N:15]1[CH:19]=[CH:18]N=C1)(N1C=CN=C1)=[S:9].NC1C=[CH:28][C:24]([C:25]([OH:27])=[O:26])=[C:23]([Cl:30])[CH:22]=1.Cl. The catalyst is O.C(Cl)Cl. The product is [N:15]([C:19]1[CH:18]=[CH:28][C:24]([C:25]([OH:27])=[O:26])=[C:23]([Cl:30])[CH:22]=1)=[C:8]=[S:9]. The yield is 0.910. (8) The reactants are [CH3:1][C:2]1[CH:3]=[C:4]([C:14](=[O:16])[CH3:15])[CH:5]=[N:6][C:7]=1[O:8][CH2:9][C:10]([F:13])([F:12])[F:11].[BH4-].[Na+]. The catalyst is CO. The product is [CH3:1][C:2]1[CH:3]=[C:4]([CH:14]([OH:16])[CH3:15])[CH:5]=[N:6][C:7]=1[O:8][CH2:9][C:10]([F:13])([F:11])[F:12]. The yield is 0.990. (9) The reactants are [OH:1][C:2]1[N:10]=[CH:9][CH:8]=[CH:7][C:3]=1[C:4]([OH:6])=[O:5].[OH-].[K+].CO.I[CH2:16][CH2:17][CH2:18][CH3:19]. The catalyst is O.Cl. The product is [CH2:16]([N:10]1[CH:9]=[CH:8][CH:7]=[C:3]([C:4]([OH:6])=[O:5])[C:2]1=[O:1])[CH2:17][CH2:18][CH3:19]. The yield is 0.390. (10) The reactants are [H-].[Na+].[CH2:3]([N:5]1[C:13]2[C:8](=[C:9]([C:14]3[NH:15][C:16]4[N:17]([N:21]=[C:22]([CH3:30])[C:23]=4[C:24]([NH:26][CH2:27][C:28]#[CH:29])=[O:25])[C:18](=[O:20])[CH:19]=3)[CH:10]=[CH:11][CH:12]=2)[CH:7]=[N:6]1)[CH3:4]. The catalyst is CS(C)=O. The product is [CH2:3]([N:5]1[C:13]2[C:8](=[C:9]([C:14]3[NH:15][C:16]4[N:17]([N:21]=[C:22]([CH3:30])[C:23]=4[C:24]4[O:25][C:28]([CH3:29])=[CH:27][N:26]=4)[C:18](=[O:20])[CH:19]=3)[CH:10]=[CH:11][CH:12]=2)[CH:7]=[N:6]1)[CH3:4]. The yield is 0.320.